This data is from Reaction yield outcomes from USPTO patents with 853,638 reactions. The task is: Predict the reaction yield, written as a fraction of the theoretical maximum amount of product (1.0 means a 100% yield; for example, 0.34 means a 34% yield). (1) The reactants are FC(F)(F)C(O)=[O:4].[C:8]([C:10]1[C:14]([S:15][C:16]([F:19])([F:18])[F:17])=[C:13]([CH2:20][F:21])[N:12]([C:22]2[C:27]([Cl:28])=[CH:26][C:25]([C:29]([F:32])([F:31])[F:30])=[CH:24][C:23]=2[Cl:33])[N:11]=1)#[N:9]. The catalyst is OO. The product is [C:8]([C:10]1[C:14]([S:15]([C:16]([F:18])([F:17])[F:19])=[O:4])=[C:13]([CH2:20][F:21])[N:12]([C:22]2[C:27]([Cl:28])=[CH:26][C:25]([C:29]([F:32])([F:31])[F:30])=[CH:24][C:23]=2[Cl:33])[N:11]=1)#[N:9]. The yield is 0.320. (2) The reactants are [NH2:1][CH2:2][C@H:3]([OH:18])[CH2:4][N:5]1[CH2:10][CH2:9][N:8]([C:11]([O:13][C:14]([CH3:17])([CH3:16])[CH3:15])=[O:12])[CH2:7][CH2:6]1.C1(N2[C:33]3[N:32]=[C:31]([NH:34][CH:35]4[CH2:39][C:38]5=[C:40]([C:44]([OH:46])=O)[CH:41]=[CH:42][CH:43]=[C:37]5O4)[N:30]=[CH:29][C:28]=3[N:27]([CH3:47])[C:26](=[O:48])[C@H:25]2[CH2:49][CH3:50])CCCC1.F[B-](F)(F)F.N1(OC(N(C)C)=[N+](C)C)C2[CH:61]=[CH:62][CH:63]=[CH:64][C:59]=2N=N1.C(N(C(C)C)CC)(C)C.[NH3:82].[OH2:83]. The catalyst is ClCCl. The product is [CH:61]1([N:82]2[C:29]3[N:30]=[C:31]([NH:34][C:35]4[CH:42]=[CH:41][C:40]([C:44]([NH:1][CH2:2][C@H:3]([OH:18])[CH2:4][N:5]5[CH2:10][CH2:9][N:8]([C:11]([O:13][C:14]([CH3:15])([CH3:17])[CH3:16])=[O:12])[CH2:7][CH2:6]5)=[O:46])=[C:38]5[C:39]=4[O:83][CH2:43][CH2:37]5)[N:32]=[CH:33][C:28]=3[N:27]([CH3:47])[C:26](=[O:48])[C@H:25]2[CH2:49][CH3:50])[CH2:62][CH2:63][CH2:64][CH2:59]1. The yield is 0.323.